Dataset: Reaction yield outcomes from USPTO patents with 853,638 reactions. Task: Predict the reaction yield, written as a fraction of the theoretical maximum amount of product (1.0 means a 100% yield; for example, 0.34 means a 34% yield). (1) The reactants are [C:1]1([C:7]2[O:11][N:10]=[CH:9][C:8]=2[CH2:12][CH2:13][CH2:14]O)[CH:6]=[CH:5][CH:4]=[CH:3][CH:2]=1.[CH2:16]([N:18](CC)CC)C.CS(Cl)(=O)=O.Cl. The catalyst is C(OCC)(=O)C. The product is [C:1]1([C:7]2[O:11][N:10]=[CH:9][C:8]=2[CH2:12][CH2:13][CH2:14][C:16]#[N:18])[CH:6]=[CH:5][CH:4]=[CH:3][CH:2]=1. The yield is 0.860. (2) The reactants are [CH3:1][Si:2]([CH3:39])([CH3:38])[CH2:3][CH2:4][O:5][CH2:6][N:7]([CH2:30][O:31][CH2:32][CH2:33][Si:34]([CH3:37])([CH3:36])[CH3:35])[C:8]1[N:13]2[N:14]=[CH:15][CH:16]=[C:12]2[N:11]=[C:10]([CH:17]2[CH2:22][CH2:21][N:20]([C:23]([O:25][C:26]([CH3:29])([CH3:28])[CH3:27])=[O:24])[CH2:19][CH2:18]2)[CH:9]=1.[I:40]N1C(=O)CCC1=O. The catalyst is CC#N.ClCCl. The product is [CH3:37][Si:34]([CH3:36])([CH3:35])[CH2:33][CH2:32][O:31][CH2:30][N:7]([CH2:6][O:5][CH2:4][CH2:3][Si:2]([CH3:1])([CH3:38])[CH3:39])[C:8]1[N:13]2[N:14]=[CH:15][C:16]([I:40])=[C:12]2[N:11]=[C:10]([CH:17]2[CH2:22][CH2:21][N:20]([C:23]([O:25][C:26]([CH3:29])([CH3:28])[CH3:27])=[O:24])[CH2:19][CH2:18]2)[CH:9]=1. The yield is 0.950. (3) The product is [F:23][CH:22]([F:24])[C:21]1[C:15]([C:16]([O:18][CH2:19][CH3:20])=[O:17])=[CH:14][N:4]=[C:3]([C:2]([F:10])([F:1])[C:6]([F:9])([F:8])[F:7])[N:5]=1. The catalyst is C(O)C. The yield is 0.395. The reactants are [F:1][C:2]([F:10])([C:6]([F:9])([F:8])[F:7])[C:3](=[NH:5])[NH2:4].C(O/[CH:14]=[C:15](/[C:21](=O)[CH:22]([F:24])[F:23])\[C:16]([O:18][CH2:19][CH3:20])=[O:17])C.C[O-].[Na+]. (4) The reactants are [NH2:1][C:2]1[CH:7]=[CH:6][C:5]([OH:8])=[CH:4][C:3]=1[F:9].CC(C)([O-])C.[K+].Cl[C:17]1[CH:22]=[CH:21][N:20]=[C:19]([O:23][CH3:24])[CH:18]=1.O. The catalyst is CC(N(C)C)=O. The product is [F:9][C:3]1[CH:4]=[C:5]([O:8][C:17]2[CH:22]=[CH:21][N:20]=[C:19]([O:23][CH3:24])[CH:18]=2)[CH:6]=[CH:7][C:2]=1[NH2:1]. The yield is 0.580. (5) The reactants are Br[C:2]1[CH:21]=[CH:20][C:19]([O:22][CH3:23])=[CH:18][C:3]=1[CH2:4][O:5][C:6]1[C:15]2[C:10](=[CH:11][C:12]([O:16][CH3:17])=[CH:13][CH:14]=2)[CH:9]=[CH:8][CH:7]=1.C([O-])(=O)C.[Na+].O. The catalyst is CC(N(C)C)=O.Cl[Pd](Cl)([P](C1C=CC=CC=1)(C1C=CC=CC=1)C1C=CC=CC=1)[P](C1C=CC=CC=1)(C1C=CC=CC=1)C1C=CC=CC=1. The product is [CH3:17][O:16][C:12]1[CH:13]=[CH:14][C:15]2[C:10]([CH:11]=1)=[CH:9][CH:8]=[C:7]1[C:6]=2[O:5][CH2:4][C:3]2[CH:18]=[C:19]([O:22][CH3:23])[CH:20]=[CH:21][C:2]1=2. The yield is 0.560.